From a dataset of Full USPTO retrosynthesis dataset with 1.9M reactions from patents (1976-2016). Predict the reactants needed to synthesize the given product. (1) Given the product [CH3:8][S:9]([N:20]1[CH2:21][CH2:22][N:17]([C:23]2[CH:31]=[CH:30][CH:29]=[C:28]3[C:24]=2[CH:25]=[CH:26][NH:27]3)[CH2:18][CH2:19]1)(=[O:12])=[O:10], predict the reactants needed to synthesize it. The reactants are: CCN(CC)CC.[CH3:8][S:9]([O:12]S(C)(=O)=O)(=O)=[O:10].[N:17]1([C:23]2[CH:31]=[CH:30][CH:29]=[C:28]3[C:24]=2[CH:25]=[CH:26][NH:27]3)[CH2:22][CH2:21][NH:20][CH2:19][CH2:18]1.O. (2) Given the product [N:1]1[CH:6]=[CH:5][CH:4]=[C:3]([C:7]([OH:9])=[O:8])[CH:2]=1, predict the reactants needed to synthesize it. The reactants are: [N:1]1[CH:6]=[CH:5][CH:4]=[C:3]([C:7]([O-:9])=[O:8])[CH:2]=1.[OH-].[K+]. (3) Given the product [Cl:1][C:2]1[CH:3]=[CH:4][C:5]([C:8]2[S:9][C:10]([C:17]3[CH:18]=[CH:19][CH:20]=[CH:21][CH:22]=3)=[C:11]([CH2:13][C:14]#[N:16])[N:12]=2)=[CH:6][CH:7]=1, predict the reactants needed to synthesize it. The reactants are: [Cl:1][C:2]1[CH:7]=[CH:6][C:5]([C:8]2[S:9][C:10]([C:17]3[CH:22]=[CH:21][CH:20]=[CH:19][CH:18]=3)=[C:11]([CH2:13][C:14]([NH2:16])=O)[N:12]=2)=[CH:4][CH:3]=1.P(Cl)(Cl)(Cl)=O.N. (4) Given the product [C:21]([O:20][C:18]([NH:17][CH2:16][C:15]([NH:14][CH2:3][CH:2]([OH:1])[CH2:4][O:5][C:6]1[CH:11]=[CH:10][CH:9]=[CH:8][C:7]=1[C:12]#[N:13])([CH3:26])[CH3:25])=[O:19])([CH3:24])([CH3:23])[CH3:22], predict the reactants needed to synthesize it. The reactants are: [O:1]1[CH2:3][CH:2]1[CH2:4][O:5][C:6]1[CH:11]=[CH:10][CH:9]=[CH:8][C:7]=1[C:12]#[N:13].[NH2:14][C:15]([CH3:26])([CH3:25])[CH2:16][NH:17][C:18]([O:20][C:21]([CH3:24])([CH3:23])[CH3:22])=[O:19]. (5) The reactants are: Br[CH2:2][C:3]([C:5]1[C:6]([CH3:11])=[N:7][O:8][C:9]=1[CH3:10])=[O:4].C([O-])([O-])=O.[K+].[K+].[CH3:18][C:19]1[CH:24]=[C:23]([CH3:25])[CH:22]=[CH:21][C:20]=1[CH:26]([C:38]1[CH:43]=[CH:42][CH:41]=[CH:40][CH:39]=1)[NH:27][C:28](=[O:37])[CH2:29][C:30]1[CH:35]=[CH:34][C:33]([OH:36])=[CH:32][CH:31]=1.O. Given the product [CH3:11][C:6]1[C:5]([C:3](=[O:4])[CH2:2][O:36][C:33]2[CH:34]=[CH:35][C:30]([CH2:29][C:28]([NH:27][CH:26]([C:20]3[CH:21]=[CH:22][C:23]([CH3:25])=[CH:24][C:19]=3[CH3:18])[C:38]3[CH:43]=[CH:42][CH:41]=[CH:40][CH:39]=3)=[O:37])=[CH:31][CH:32]=2)=[C:9]([CH3:10])[O:8][N:7]=1, predict the reactants needed to synthesize it.